This data is from Forward reaction prediction with 1.9M reactions from USPTO patents (1976-2016). The task is: Predict the product of the given reaction. Given the reactants Cl[CH2:2][CH2:3][CH2:4][CH2:5][N:6]1[C:14]2[C:9](=[CH:10][CH:11]=[CH:12][CH:13]=2)[CH:8]=[CH:7]1.[CH3:15][CH:16]([CH3:32])[C:17]([NH:19][C:20]1[CH:25]=[CH:24][CH:23]=[C:22]([CH:26]2[CH2:31][CH2:30][NH:29][CH2:28][CH2:27]2)[CH:21]=1)=[O:18], predict the reaction product. The product is: [N:6]1([CH2:5][CH2:4][CH2:3][CH2:2][N:29]2[CH2:30][CH2:31][CH:26]([C:22]3[CH:21]=[C:20]([NH:19][C:17](=[O:18])[CH:16]([CH3:15])[CH3:32])[CH:25]=[CH:24][CH:23]=3)[CH2:27][CH2:28]2)[C:14]2[C:9](=[CH:10][CH:11]=[CH:12][CH:13]=2)[CH:8]=[CH:7]1.